This data is from Aqueous solubility values for 9,982 compounds from the AqSolDB database. The task is: Regression/Classification. Given a drug SMILES string, predict its absorption, distribution, metabolism, or excretion properties. Task type varies by dataset: regression for continuous measurements (e.g., permeability, clearance, half-life) or binary classification for categorical outcomes (e.g., BBB penetration, CYP inhibition). For this dataset (solubility_aqsoldb), we predict Y. (1) The drug is CC1(C)C(/C=C(\Cl)C(F)(F)F)C1C(=O)OC(C#N)c1cccc(Oc2ccccc2)c1. The Y is -7.95 log mol/L. (2) The drug is [I-].[I-].[I-].[Rh+3]. The Y is -4.68 log mol/L. (3) The drug is CCC1(CCC(C)C)C(=O)NC(=O)NC1=O. The Y is -2.57 log mol/L. (4) The drug is Nc1ccccc1[N+](=O)[O-]. The Y is -1.96 log mol/L. (5) The molecule is CCCCC(CC)COC(=O)CCCCC(=O)OCC(CC)CCCC. The Y is -6.57 log mol/L. (6) The molecule is CN(C)CCOC(c1ccccc1)c1ccccc1. The Y is -2.95 log mol/L. (7) The molecule is CCCCC(N)C(=O)O. The Y is -1.05 log mol/L. (8) The molecule is Nc1cccc2ccc(S(=O)(=O)O)cc12. The Y is -1.68 log mol/L.